This data is from Catalyst prediction with 721,799 reactions and 888 catalyst types from USPTO. The task is: Predict which catalyst facilitates the given reaction. (1) Reactant: [OH:1][C:2]1[CH:7]=[C:6]([I:8])[C:5]([I:9])=[CH:4][C:3]=1[OH:10].N1C=CC=CC=1.[O:17](S(C(F)(F)F)(=O)=O)[S:18]([C:21]([F:24])([F:23])[F:22])(=O)=[O:19]. Product: [F:22][C:21]([F:24])([F:23])[S:18]([O:1][C:2]1[CH:7]=[C:6]([I:8])[C:5]([I:9])=[CH:4][C:3]=1[O:10][S:18]([C:21]([F:22])([F:23])[F:24])(=[O:17])=[O:19])(=[O:19])=[O:17]. The catalyst class is: 2. (2) Reactant: [CH:1]1([CH:7]2[CH2:12][NH:11][CH2:10][C:9](=[O:13])[N:8]2[C:14]2[CH:18]=[C:17]([C:19]3[CH:24]=[CH:23][CH:22]=[CH:21][CH:20]=3)[S:16][C:15]=2[C:25]([OH:27])=[O:26])[CH2:6][CH2:5][CH2:4][CH2:3][CH2:2]1.[Cl:28][C:29]1[N:34]=[CH:33][C:32]([S:35](Cl)(=[O:37])=[O:36])=[CH:31][CH:30]=1.[OH-].[Na+].Cl. Product: [Cl:28][C:29]1[N:34]=[CH:33][C:32]([S:35]([N:11]2[CH2:10][C:9](=[O:13])[N:8]([C:14]3[CH:18]=[C:17]([C:19]4[CH:20]=[CH:21][CH:22]=[CH:23][CH:24]=4)[S:16][C:15]=3[C:25]([OH:27])=[O:26])[C@H:7]([CH:1]3[CH2:2][CH2:3][CH2:4][CH2:5][CH2:6]3)[CH2:12]2)(=[O:37])=[O:36])=[CH:31][CH:30]=1. The catalyst class is: 210. (3) Reactant: [S:1]1[C:5]2[CH2:6][CH2:7][CH2:8][CH2:9][C:4]=2[N:3]=[C:2]1[C:10]1[C:14]([C:15]([OH:17])=O)=[CH:13][N:12]([CH2:18][O:19][CH2:20][CH2:21][Si:22]([CH3:25])([CH3:24])[CH3:23])[N:11]=1.[CH3:26][C:27]([NH2:30])([CH3:29])[CH3:28].Cl.CN(C)CCCN=C=NCC.C1C=CC2N(O)N=NC=2C=1. Product: [C:27]([NH:30][C:15]([C:14]1[C:10]([C:2]2[S:1][C:5]3[CH2:6][CH2:7][CH2:8][CH2:9][C:4]=3[N:3]=2)=[N:11][N:12]([CH2:18][O:19][CH2:20][CH2:21][Si:22]([CH3:25])([CH3:23])[CH3:24])[CH:13]=1)=[O:17])([CH3:29])([CH3:28])[CH3:26]. The catalyst class is: 3. (4) Reactant: [NH:1]1[C:9]2[C:4](=[CH:5][CH:6]=[CH:7][CH:8]=2)[C:3]([C:10]2[NH:14][C:13]3[CH:15]=[CH:16][C:17]([C:19]([C:21]4[CH:26]=[CH:25][CH:24]=[CH:23][CH:22]=4)=[O:20])=[CH:18][C:12]=3[N:11]=2)=[N:2]1.[H-].C([Al+]CC(C)C)C(C)C. Product: [NH:1]1[C:9]2[C:4](=[CH:5][CH:6]=[CH:7][CH:8]=2)[C:3]([C:10]2[NH:14][C:13]3[CH:15]=[CH:16][C:17]([CH:19]([C:21]4[CH:22]=[CH:23][CH:24]=[CH:25][CH:26]=4)[OH:20])=[CH:18][C:12]=3[N:11]=2)=[N:2]1. The catalyst class is: 7.